Dataset: Reaction yield outcomes from USPTO patents with 853,638 reactions. Task: Predict the reaction yield, written as a fraction of the theoretical maximum amount of product (1.0 means a 100% yield; for example, 0.34 means a 34% yield). (1) The reactants are [C:1]([C:3]1[CH:4]=[C:5]2[C:10](=[CH:11][C:12]=1[O:13][C:14]1[CH:19]=[CH:18][C:17]([C:20](=[O:29])[NH:21][C:22]3[CH:27]=[CH:26][CH:25]=[C:24](I)[CH:23]=3)=[CH:16][CH:15]=1)[O:9][CH2:8][CH2:7][CH:6]2[C:30]([O:32][CH3:33])=[O:31])#[N:2].B(O)(O)[C:35]1[CH:36]=[CH:37][C:38]([CH3:41])=[CH:39][CH:40]=1.C([O-])([O-])=O.[Na+].[Na+].C1(C)C=CC=CC=1. The catalyst is C1C=CC([P]([Pd]([P](C2C=CC=CC=2)(C2C=CC=CC=2)C2C=CC=CC=2)([P](C2C=CC=CC=2)(C2C=CC=CC=2)C2C=CC=CC=2)[P](C2C=CC=CC=2)(C2C=CC=CC=2)C2C=CC=CC=2)(C2C=CC=CC=2)C2C=CC=CC=2)=CC=1.O. The product is [C:1]([C:3]1[CH:4]=[C:5]2[C:10](=[CH:11][C:12]=1[O:13][C:14]1[CH:19]=[CH:18][C:17]([C:20](=[O:29])[NH:21][C:22]3[CH:23]=[C:24]([C:35]4[CH:40]=[CH:39][C:38]([CH3:41])=[CH:37][CH:36]=4)[CH:25]=[CH:26][CH:27]=3)=[CH:16][CH:15]=1)[O:9][CH2:8][CH2:7][CH:6]2[C:30]([O:32][CH3:33])=[O:31])#[N:2]. The yield is 0.630. (2) The reactants are Br[C:2]1[C:10]2[C:5](=[CH:6][CH:7]=[CH:8][CH:9]=2)[NH:4][N:3]=1.[CH3:11][O:12][C:13]1[CH:18]=[CH:17][C:16](B(O)O)=[CH:15][CH:14]=1. The catalyst is COCCOC.C(=O)([O-])[O-].[Na+].[Na+].[Pd].C1(P(C2C=CC=CC=2)C2C=CC=CC=2)C=CC=CC=1.C1(P(C2C=CC=CC=2)C2C=CC=CC=2)C=CC=CC=1.C1(P(C2C=CC=CC=2)C2C=CC=CC=2)C=CC=CC=1.C1(P(C2C=CC=CC=2)C2C=CC=CC=2)C=CC=CC=1. The product is [CH3:11][O:12][C:13]1[CH:18]=[CH:17][C:16]([C:2]2[C:10]3[C:5](=[CH:6][CH:7]=[CH:8][CH:9]=3)[NH:4][N:3]=2)=[CH:15][CH:14]=1. The yield is 0.0500.